The task is: Regression/Classification. Given a drug SMILES string, predict its absorption, distribution, metabolism, or excretion properties. Task type varies by dataset: regression for continuous measurements (e.g., permeability, clearance, half-life) or binary classification for categorical outcomes (e.g., BBB penetration, CYP inhibition). For this dataset (lipophilicity_astrazeneca), we predict Y.. This data is from Experimental lipophilicity measurements (octanol/water distribution) for 4,200 compounds from AstraZeneca. (1) The molecule is O=S(=O)(c1cccc(-c2cn3cccnc3n2)c1)N1CCOCC1. The Y is 1.30 logD. (2) The compound is CCCC(=O)N1CCN(c2nnc(-c3ccccc3)c3ccccc23)CC1. The Y is 3.20 logD. (3) The compound is O=c1[nH]c(S)nc2[nH]cnc12. The Y is -1.48 logD. (4) The drug is Cc1ccc(NC(=O)N2CCN(C[C@@H]3CCCN(C4CC4)C3)CC2)cc1Cl. The Y is 3.37 logD. (5) The drug is NC(=O)c1ccc(=O)n(Cc2ccc(Cl)cc2Cl)c1. The Y is 2.36 logD. (6) The molecule is Cc1ncc(-c2nc(Nc3ccc(C(=O)N(C)C)cc3)ncc2F)n1C(C)C. The Y is 2.77 logD.